Dataset: Reaction yield outcomes from USPTO patents with 853,638 reactions. Task: Predict the reaction yield, written as a fraction of the theoretical maximum amount of product (1.0 means a 100% yield; for example, 0.34 means a 34% yield). The reactants are C1(P(C2CCCCC2)C2CCCCC2)CCCCC1.Br[C:21]1[C:33]2[C:32]3[C:27](=[CH:28][C:29]([C:34]([OH:37])([CH3:36])[CH3:35])=[CH:30][CH:31]=3)[NH:26][C:25]=2[C:24]([C:38]([NH2:40])=[O:39])=[CH:23][CH:22]=1.[CH3:41][C:42]1([CH3:58])[C:46]([CH3:48])([CH3:47])[O:45][B:44]([B:44]2[O:45][C:46]([CH3:48])([CH3:47])[C:42]([CH3:58])([CH3:41])[O:43]2)[O:43]1.C([O-])(=O)C.[K+]. The catalyst is O1CCOCC1.C1C=CC(/C=C/C(/C=C/C2C=CC=CC=2)=O)=CC=1.C1C=CC(/C=C/C(/C=C/C2C=CC=CC=2)=O)=CC=1.C1C=CC(/C=C/C(/C=C/C2C=CC=CC=2)=O)=CC=1.[Pd].[Pd]. The product is [OH:37][C:34]([C:29]1[CH:28]=[C:27]2[C:32]([C:33]3[C:21]([B:44]4[O:45][C:46]([CH3:48])([CH3:47])[C:42]([CH3:58])([CH3:41])[O:43]4)=[CH:22][CH:23]=[C:24]([C:38]([NH2:40])=[O:39])[C:25]=3[NH:26]2)=[CH:31][CH:30]=1)([CH3:36])[CH3:35]. The yield is 0.720.